This data is from Catalyst prediction with 721,799 reactions and 888 catalyst types from USPTO. The task is: Predict which catalyst facilitates the given reaction. (1) The catalyst class is: 351. Reactant: [CH2:1]([N:5]1[C:13]2[N:12]=[C:11]([C:14]([F:17])([F:16])[F:15])[NH:10][C:9]=2[C:8](=[O:18])[N:7]([CH2:19][CH2:20][CH2:21][CH2:22][C:23](OC)=[O:24])[C:6]1=[O:27])[CH2:2][CH2:3][CH3:4].[C:28](=[N:36]O)([NH2:35])[C:29]1[CH:34]=[CH:33][CH:32]=[CH:31][CH:30]=1.CC[O-].[Na+]. Product: [CH2:1]([N:5]1[C:13]2[N:12]=[C:11]([C:14]([F:15])([F:16])[F:17])[NH:10][C:9]=2[C:8](=[O:18])[N:7]([CH2:19][CH2:20][CH2:21][CH2:22][C:23]2[O:24][N:36]=[C:28]([C:29]3[CH:34]=[CH:33][CH:32]=[CH:31][CH:30]=3)[N:35]=2)[C:6]1=[O:27])[CH2:2][CH2:3][CH3:4]. (2) Reactant: [I:1]N1C(=O)CCC1=O.[NH:9]1[CH:13]=[C:12]([C:14]2[CH:15]=[C:16]([C:26]([F:29])([F:28])[F:27])[C:17]3[N:18]([CH:20]=[C:21]([C:23]([OH:25])=[O:24])[N:22]=3)[CH:19]=2)[CH:11]=[N:10]1. Product: [I:1][C:20]1[N:18]2[CH:19]=[C:14]([C:12]3[CH:13]=[N:9][NH:10][CH:11]=3)[CH:15]=[C:16]([C:26]([F:28])([F:29])[F:27])[C:17]2=[N:22][C:21]=1[C:23]([OH:25])=[O:24]. The catalyst class is: 3. (3) Reactant: [NH2:1][C:2]1[CH:3]=[CH:4][C:5]([Br:18])=[C:6]([NH:8][C:9](=[O:17])[CH2:10][N:11]2[CH2:16][CH2:15][O:14][CH2:13][CH2:12]2)[CH:7]=1.[C:19]1([C:28]2[CH:33]=[CH:32][CH:31]=[CH:30][CH:29]=2)[CH:24]=[CH:23][C:22]([C:25](O)=[O:26])=[CH:21][CH:20]=1.F[P-](F)(F)(F)(F)F.N1(O[P+](N2CCCC2)(N2CCCC2)N2CCCC2)C2C=CC=CC=2N=N1.C(N(C(C)C)CC)(C)C. Product: [Br:18][C:5]1[CH:4]=[CH:3][C:2]([NH:1][C:25]([C:22]2[CH:23]=[CH:24][C:19]([C:28]3[CH:29]=[CH:30][CH:31]=[CH:32][CH:33]=3)=[CH:20][CH:21]=2)=[O:26])=[CH:7][C:6]=1[NH:8][C:9](=[O:17])[CH2:10][N:11]1[CH2:12][CH2:13][O:14][CH2:15][CH2:16]1. The catalyst class is: 3. (4) Reactant: Br[C:2]1[CH:7]=[CH:6][C:5]([Br:8])=[CH:4][N:3]=1.CCN(C(C)C)C(C)C.[C:18]([O:22][C:23]([NH:25][CH:26]1[CH2:31][CH2:30][NH:29][CH2:28][CH2:27]1)=[O:24])([CH3:21])([CH3:20])[CH3:19]. Product: [Br:8][C:5]1[CH:6]=[CH:7][C:2]([N:29]2[CH2:28][CH2:27][CH:26]([NH:25][C:23]([O:22][C:18]([CH3:21])([CH3:20])[CH3:19])=[O:24])[CH2:31][CH2:30]2)=[N:3][CH:4]=1. The catalyst class is: 114.